This data is from Forward reaction prediction with 1.9M reactions from USPTO patents (1976-2016). The task is: Predict the product of the given reaction. (1) The product is: [ClH:32].[ClH:32].[CH3:19][N:16]1[CH2:17][CH2:18][CH:13]([O:12][C:10](=[O:11])[CH:9]([NH2:8])[C:20]2[CH:25]=[CH:24][CH:23]=[CH:22][CH:21]=2)[CH2:14][CH2:15]1. Given the reactants C(OC([NH:8][CH:9]([C:20]1[CH:25]=[CH:24][CH:23]=[CH:22][CH:21]=1)[C:10]([O:12][CH:13]1[CH2:18][CH2:17][N:16]([CH3:19])[CH2:15][CH2:14]1)=[O:11])=O)(C)(C)C.O1CCOCC1.[ClH:32], predict the reaction product. (2) Given the reactants [F:1][C:2]1[C:11]([CH2:12][C:13]([O:15]C)=O)=[C:10]([F:17])[CH:9]=[C:8]2[C:3]=1[CH:4]=[C:5]([N:18]1[CH2:23][CH2:22][O:21][CH2:20][CH2:19]1)[CH:6]=[N:7]2.O.[NH2:25][NH2:26], predict the reaction product. The product is: [F:1][C:2]1[C:11]([CH2:12][C:13]([NH:25][NH2:26])=[O:15])=[C:10]([F:17])[CH:9]=[C:8]2[C:3]=1[CH:4]=[C:5]([N:18]1[CH2:23][CH2:22][O:21][CH2:20][CH2:19]1)[CH:6]=[N:7]2. (3) Given the reactants [N+:1]([C:4]1[CH:8]=[N:7][NH:6][C:5]=1[NH2:9])([O-:3])=[O:2].CN(C)[CH:12]=[CH:13][C:14]([C:16]1[CH:17]=[C:18]([N:22]([CH2:29][CH2:30][CH3:31])[S:23]([CH:26]([CH3:28])[CH3:27])(=[O:25])=[O:24])[CH:19]=[CH:20][CH:21]=1)=O.C(OCC)(=O)C, predict the reaction product. The product is: [N+:1]([C:4]1[CH:8]=[N:7][N:6]2[C:14]([C:16]3[CH:17]=[C:18]([N:22]([CH2:29][CH2:30][CH3:31])[S:23]([CH:26]([CH3:27])[CH3:28])(=[O:25])=[O:24])[CH:19]=[CH:20][CH:21]=3)=[CH:13][CH:12]=[N:9][C:5]=12)([O-:3])=[O:2].